Predict the reaction yield, written as a fraction of the theoretical maximum amount of product (1.0 means a 100% yield; for example, 0.34 means a 34% yield). From a dataset of Reaction yield outcomes from USPTO patents with 853,638 reactions. (1) The reactants are [Cl:1][C:2]1[CH:3]=[C:4]([CH:21]=[C:22]([Cl:24])[CH:23]=1)[CH2:5][N:6]1[CH:10]=[CH:9][N:8]=[C:7]1[CH2:11][NH:12][CH2:13][C:14]1[CH:19]=[CH:18][CH:17]=[C:16]([F:20])[CH:15]=1.[CH3:25][C:26]([CH3:28])=O.[BH3-]C#N.[Na+].O. The catalyst is CO. The product is [Cl:1][C:2]1[CH:3]=[C:4]([CH:21]=[C:22]([Cl:24])[CH:23]=1)[CH2:5][N:6]1[CH:10]=[CH:9][N:8]=[C:7]1[CH2:11][N:12]([CH2:13][C:14]1[CH:19]=[CH:18][CH:17]=[C:16]([F:20])[CH:15]=1)[CH:26]([CH3:28])[CH3:25]. The yield is 0.260. (2) The reactants are [C:1]([CH2:3][O:4][C@@H:5]([C:19]1[CH:24]=[C:23]([F:25])[CH:22]=[CH:21][C:20]=1[CH3:26])[C@@H:6]1[CH2:11][CH2:10][CH2:9][N:8]([C:12]([O:14][C:15]([CH3:18])([CH3:17])[CH3:16])=[O:13])[CH2:7]1)#[N:2].S(C)C.CO. The catalyst is C1COCC1. The product is [NH2:2][CH2:1][CH2:3][O:4][C@@H:5]([C:19]1[CH:24]=[C:23]([F:25])[CH:22]=[CH:21][C:20]=1[CH3:26])[C@@H:6]1[CH2:11][CH2:10][CH2:9][N:8]([C:12]([O:14][C:15]([CH3:18])([CH3:17])[CH3:16])=[O:13])[CH2:7]1. The yield is 0.660.